From a dataset of Catalyst prediction with 721,799 reactions and 888 catalyst types from USPTO. Predict which catalyst facilitates the given reaction. (1) Reactant: Br[C:2]1[CH:14]=[C:13]([CH3:15])[CH:12]=[CH:11][C:3]=1[O:4][CH:5]1[CH2:10][CH2:9][CH2:8][CH2:7][O:6]1.[N:16]1[CH:21]=[CH:20][C:19](B(O)O)=[CH:18][CH:17]=1.C([O-])([O-])=O.[Cs+].[Cs+]. Product: [CH3:15][C:13]1[CH:12]=[CH:11][C:3]([O:4][CH:5]2[CH2:10][CH2:9][CH2:8][CH2:7][O:6]2)=[C:2]([C:19]2[CH:20]=[CH:21][N:16]=[CH:17][CH:18]=2)[CH:14]=1. The catalyst class is: 3. (2) Reactant: [NH2:1][C:2]1[CH:33]=[CH:32][C:5]2[N:6]=[C:7]([C:12]3[C:13](=[O:31])[N:14]([CH2:22][C:23]4[CH:28]=[CH:27][C:26]([F:29])=[C:25]([Cl:30])[CH:24]=4)[CH:15]([C:18]([CH3:21])([CH3:20])[CH3:19])[C:16]=3[OH:17])[N:8]=[S:9]([CH3:11])(=[O:10])[C:4]=2[CH:3]=1.N1C=CC=CC=1.[CH3:40][S:41](Cl)(=[O:43])=[O:42]. Product: [C:18]([CH:15]1[N:14]([CH2:22][C:23]2[CH:28]=[CH:27][C:26]([F:29])=[C:25]([Cl:30])[CH:24]=2)[C:13](=[O:31])[C:12]([C:7]2[N:8]=[S:9]([CH3:11])(=[O:10])[C:4]3[CH:3]=[C:2]([NH:1][S:41]([CH3:40])(=[O:43])=[O:42])[CH:33]=[CH:32][C:5]=3[N:6]=2)=[C:16]1[OH:17])([CH3:21])([CH3:20])[CH3:19]. The catalyst class is: 372. (3) Reactant: [CH2:1]([O:3][C:4]1[C:8]([CH2:9][CH2:10][CH2:11][OH:12])=[CH:7][N:6]([C:13]2[CH:18]=[CH:17][C:16]([C:19]([F:22])([F:21])[F:20])=[CH:15][N:14]=2)[N:5]=1)[CH3:2].O[C:24]1[CH:25]=[C:26]([CH:35]=[CH:36][CH:37]=1)[O:27][C:28]([CH3:34])([CH3:33])[C:29]([O:31]C)=[O:30].C(P(CCCC)CCCC)CCC.N(C(N1CCCCC1)=O)=NC(N1CCCCC1)=O. Product: [CH2:1]([O:3][C:4]1[C:8]([CH2:9][CH2:10][CH2:11][O:12][C:24]2[CH:25]=[C:26]([CH:35]=[CH:36][CH:37]=2)[O:27][C:28]([CH3:34])([CH3:33])[C:29]([OH:31])=[O:30])=[CH:7][N:6]([C:13]2[CH:18]=[CH:17][C:16]([C:19]([F:21])([F:20])[F:22])=[CH:15][N:14]=2)[N:5]=1)[CH3:2]. The catalyst class is: 7. (4) Reactant: [F:1][C:2]1[CH:29]=[CH:28][CH:27]=[CH:26][C:3]=1[CH2:4][N:5]1[C:9]2=[N:10][CH:11]=[CH:12][CH:13]=[C:8]2[C:7]([C:14]2[N:22]=[C:21]3[C:17]([N:18]([CH3:24])[C:19](=[O:23])[NH:20]3)=[C:16](I)[N:15]=2)=[N:6]1.[NH2:30][CH2:31][CH2:32][OH:33]. Product: [F:1][C:2]1[CH:29]=[CH:28][CH:27]=[CH:26][C:3]=1[CH2:4][N:5]1[C:9]2=[N:10][CH:11]=[CH:12][CH:13]=[C:8]2[C:7]([C:14]2[N:22]=[C:21]3[C:17]([N:18]([CH3:24])[C:19](=[O:23])[NH:20]3)=[C:16]([NH:30][CH2:31][CH2:32][OH:33])[N:15]=2)=[N:6]1. The catalyst class is: 60. (5) Reactant: CC([N:5]([CH2:9][C:10]1[O:14][N:13]=[C:12]([CH2:15][N:16]([C:22]2[CH:27]=[CH:26][C:25]([C:28]#[N:29])=[C:24]([C:30]([F:33])([F:32])[F:31])[CH:23]=2)[CH2:17][C:18]([F:21])([F:20])[F:19])[N:11]=1)C(=O)[O-])(C)C.C(O)(C(F)(F)F)=O. Product: [NH2:5][CH2:9][C:10]1[O:14][N:13]=[C:12]([CH2:15][N:16]([CH2:17][C:18]([F:21])([F:20])[F:19])[C:22]2[CH:27]=[CH:26][C:25]([C:28]#[N:29])=[C:24]([C:30]([F:31])([F:32])[F:33])[CH:23]=2)[N:11]=1. The catalyst class is: 2. (6) Reactant: [N:1]1([C:6]2[C:7](=[O:13])[NH:8][C:9](=[O:12])[NH:10][CH:11]=2)[CH2:5][CH2:4][CH2:3][CH2:2]1.C([O-])([O-])=O.[K+].[K+].Br[CH2:21][CH2:22][CH2:23][Cl:24].O. Product: [Cl:24][CH2:23][CH2:22][CH2:21][N:10]1[CH:11]=[C:6]([N:1]2[CH2:2][CH2:3][CH2:4][CH2:5]2)[C:7](=[O:13])[NH:8][C:9]1=[O:12]. The catalyst class is: 3. (7) Reactant: [H-].[Al+3].[Li+].[H-].[H-].[H-].[N:7]1[C:15]2[CH2:14][CH2:13][N:12]([C:16]([O:18][C:19]([CH3:22])([CH3:21])[CH3:20])=[O:17])[CH2:11][C:10]=2[S:9][C:8]=1[C:23](OC)=[O:24]. Product: [OH:24][CH2:23][C:8]1[S:9][C:10]2[CH2:11][N:12]([C:16]([O:18][C:19]([CH3:22])([CH3:21])[CH3:20])=[O:17])[CH2:13][CH2:14][C:15]=2[N:7]=1. The catalyst class is: 7. (8) Reactant: [NH2:1][C:2]1[N:7]=[C:6](S(C)=O)[C:5]([C:11]#[N:12])=[C:4]([C:13]2[O:14][C:15]([CH3:18])=[CH:16][CH:17]=2)[N:3]=1.[OH:19][CH2:20][C:21]1[CH:26]=[CH:25][CH:24]=[CH:23][N:22]=1.C1CCN2C(=NCCC2)CC1. Product: [NH2:1][C:2]1[N:3]=[C:4]([C:13]2[O:14][C:15]([CH3:18])=[CH:16][CH:17]=2)[C:5]([C:11]#[N:12])=[C:6]([O:19][CH2:20][C:21]2[CH:26]=[CH:25][CH:24]=[CH:23][N:22]=2)[N:7]=1. The catalyst class is: 57. (9) Reactant: [F:1][C:2]1[CH:7]=[CH:6][C:5]([C:8](=[O:17])[CH2:9][C:10]2[CH:15]=[CH:14][N:13]=[C:12]([F:16])[CH:11]=2)=[CH:4][CH:3]=1.[N:18]([O-])=[O:19].[Na+]. Product: [F:1][C:2]1[CH:3]=[CH:4][C:5]([C:8](=[O:17])[C:9]([C:10]2[CH:15]=[CH:14][N:13]=[C:12]([F:16])[CH:11]=2)=[N:18][OH:19])=[CH:6][CH:7]=1. The catalyst class is: 86.